From a dataset of Forward reaction prediction with 1.9M reactions from USPTO patents (1976-2016). Predict the product of the given reaction. (1) The product is: [C:52]([O:51][C:47](=[O:50])[CH:48]=[CH:49][C:21]1[CH:20]=[C:19]([C:33]2[O:37][N:36]=[C:35]([CH3:38])[C:34]=2[C:39]2[CH:44]=[CH:43][C:42]([O:45][CH3:46])=[CH:41][CH:40]=2)[C:18]([O:17][CH2:10][C:11]2[CH:16]=[CH:15][CH:14]=[CH:13][CH:12]=2)=[CH:23][C:22]=1[O:24][CH2:25][C:26]1[CH:31]=[CH:30][CH:29]=[CH:28][CH:27]=1)([CH3:55])([CH3:54])[CH3:53]. Given the reactants C(N(C(C)C)CC)(C)C.[CH2:10]([O:17][C:18]1[CH:23]=[C:22]([O:24][CH2:25][C:26]2[CH:31]=[CH:30][CH:29]=[CH:28][CH:27]=2)[C:21](Br)=[CH:20][C:19]=1[C:33]1[O:37][N:36]=[C:35]([CH3:38])[C:34]=1[C:39]1[CH:44]=[CH:43][C:42]([O:45][CH3:46])=[CH:41][CH:40]=1)[C:11]1[CH:16]=[CH:15][CH:14]=[CH:13][CH:12]=1.[C:47]([O:51][C:52]([CH3:55])([CH3:54])[CH3:53])(=[O:50])[CH:48]=[CH2:49], predict the reaction product. (2) Given the reactants [C:1]([C:3]1[CH:33]=[CH:32][C:6]([C:7]([CH:9]2[CH2:15][CH2:14][CH2:13][C:12]3[CH:16]=[C:17]([N:20]4[CH2:24][C@H:23]([CH2:25][NH:26][C:27](=[O:29])[CH3:28])[O:22][C:21]4=[O:30])[CH:18]=[CH:19][C:11]=3[C:10]2=O)=O)=[CH:5][CH:4]=1)#[N:2].O.[NH2:35][NH2:36], predict the reaction product. The product is: [O:30]=[C:21]1[N:20]([C:17]2[CH:18]=[CH:19][C:11]3[C:10]4[NH:35][N:36]=[C:7]([C:6]5[CH:32]=[CH:33][C:3]([C:1]#[N:2])=[CH:4][CH:5]=5)[C:9]=4[CH2:15][CH2:14][CH2:13][C:12]=3[CH:16]=2)[CH2:24][C@H:23]([CH2:25][NH:26][C:27](=[O:29])[CH3:28])[O:22]1. (3) Given the reactants CC1(C)[O:6][C@H:5]([CH2:7][C:8]2[CH:9]=[C:10]([F:29])[C:11]([N:14]3[CH2:20][CH:19]4[N:21](C(OC(C)(C)C)=O)[CH:16]([CH2:17][CH2:18]4)[CH2:15]3)=[N:12][CH:13]=2)[CH2:4][O:3]1.[ClH:31].CCOCC, predict the reaction product. The product is: [ClH:31].[ClH:31].[CH:19]12[NH:21][CH:16]([CH2:17][CH2:18]1)[CH2:15][N:14]([C:11]1[N:12]=[CH:13][C:8]([CH2:7][C@@H:5]([OH:6])[CH2:4][OH:3])=[CH:9][C:10]=1[F:29])[CH2:20]2. (4) Given the reactants [N:1]1([CH2:8][CH2:9][O:10][C:11]2[CH:38]=[CH:37][C:14]([C:15]([C:17]3[C:26]4[C:21](=[CH:22][C:23]([O:27][CH3:28])=[CH:24][CH:25]=4)[CH:20]=[CH:19][C:18]=3OS(C(F)(F)F)(=O)=O)=[O:16])=[CH:13][CH:12]=2)[CH2:7][CH2:6][CH2:5][CH2:4][CH2:3][CH2:2]1.[F:39][C:40]1[CH:45]=[C:44]([F:46])[CH:43]=[C:42]([F:47])[C:41]=1B(O)O.P([O-])([O-])([O-])=O.[K+].[K+].[K+].CO, predict the reaction product. The product is: [N:1]1([CH2:8][CH2:9][O:10][C:11]2[CH:38]=[CH:37][C:14]([C:15]([C:17]3[C:26]4[C:21](=[CH:22][C:23]([O:27][CH3:28])=[CH:24][CH:25]=4)[CH:20]=[CH:19][C:18]=3[C:41]3[C:40]([F:39])=[CH:45][C:44]([F:46])=[CH:43][C:42]=3[F:47])=[O:16])=[CH:13][CH:12]=2)[CH2:2][CH2:3][CH2:4][CH2:5][CH2:6][CH2:7]1. (5) Given the reactants [N:1]1[CH:6]=[CH:5][C:4]([C:7]2[N:8]=[C:9](OS(C3C(C(C)C)=CC(C(C)C)=CC=3C(C)C)(=O)=O)[C:10]3[C:15]4[CH2:16][CH2:17][CH2:18][CH2:19][C:14]=4[S:13][C:11]=3[N:12]=2)=[CH:3][CH:2]=1.[C:39]1([CH2:45][C@H:46]([NH2:49])[CH2:47][NH2:48])C=CC=CC=1.CCN(CC)CC, predict the reaction product. The product is: [N:1]1[CH:2]=[CH:3][C:4]([C:7]2[N:8]=[C:9]([NH:48][CH2:47][C@@H:46]([NH2:49])[CH2:45][CH3:39])[C:10]3[C:15]4[CH2:16][CH2:17][CH2:18][CH2:19][C:14]=4[S:13][C:11]=3[N:12]=2)=[CH:5][CH:6]=1.